This data is from Full USPTO retrosynthesis dataset with 1.9M reactions from patents (1976-2016). The task is: Predict the reactants needed to synthesize the given product. (1) Given the product [ClH:1].[NH2:47][CH2:46][CH2:45][N:40]1[CH2:41][CH:42]2[O:44][CH:38]([CH2:37][N:36]([CH2:35][C:34]3[CH:33]=[CH:32][C:31]([C:29]#[N:30])=[CH:56][CH:55]=3)[CH2:43]2)[CH2:39]1, predict the reactants needed to synthesize it. The reactants are: [ClH:1].CC(OCC1C2C(=CC=CC=2)C(COC(C)=O)=C2C=1C=CC=C2)=O.C(O)=O.[C:29]([C:31]1[CH:56]=[CH:55][C:34]([CH2:35][N:36]2[CH2:43][CH:42]3[O:44][CH:38]([CH2:39][N:40]([CH2:45][CH2:46][NH:47]C(=O)OC(C)(C)C)[CH2:41]3)[CH2:37]2)=[CH:33][CH:32]=1)#[N:30]. (2) Given the product [Br:1][C:2]1[CH:7]=[CH:6][C:5]([CH2:8][O:17][CH2:16][C@H:15]([O:14][CH2:12][CH3:13])[CH3:18])=[CH:4][C:3]=1[O:10][CH3:11], predict the reactants needed to synthesize it. The reactants are: [Br:1][C:2]1[CH:7]=[CH:6][C:5]([CH2:8]Cl)=[CH:4][C:3]=1[O:10][CH3:11].[CH2:12]([O:14][C@H:15]([CH3:18])[CH2:16][OH:17])[CH3:13].[H-].[Na+].C([O-])(O)=O.[Na+]. (3) Given the product [CH2:36]([NH:43][C:44](=[O:52])[NH:45][CH:46]([CH3:51])[CH2:47][C:48]([NH:1][CH:2]([C:3](=[O:4])[N:5]([CH2:16][CH:17]([O:21][CH2:22][CH3:23])[O:18][CH2:19][CH3:20])[CH2:6][C:7]1[CH:8]=[CH:9][CH:10]=[C:11]2[C:15]=1[NH:14][N:13]=[CH:12]2)[CH2:24][C:25]1[CH:30]=[CH:29][C:28]([O:31][C:32]([CH3:33])([CH3:35])[CH3:34])=[CH:27][CH:26]=1)=[O:49])[C:37]1[CH:42]=[CH:41][CH:40]=[CH:39][CH:38]=1, predict the reactants needed to synthesize it. The reactants are: [NH2:1][CH:2]([CH2:24][C:25]1[CH:30]=[CH:29][C:28]([O:31][C:32]([CH3:35])([CH3:34])[CH3:33])=[CH:27][CH:26]=1)[C:3]([N:5]([CH2:16][CH:17]([O:21][CH2:22][CH3:23])[O:18][CH2:19][CH3:20])[CH2:6][C:7]1[CH:8]=[CH:9][CH:10]=[C:11]2[C:15]=1[NH:14][N:13]=[CH:12]2)=[O:4].[CH2:36]([NH:43][C:44](=[O:52])[NH:45][C@H:46]([CH3:51])[CH2:47][C:48](O)=[O:49])[C:37]1[CH:42]=[CH:41][CH:40]=[CH:39][CH:38]=1.CCN=C=NCCCN(C)C.C1C=CC2N(O)N=NC=2C=1.CCN(C(C)C)C(C)C. (4) Given the product [Cl:1][CH2:2][CH:3]1[C:11]2[C:10]3[CH:12]=[CH:13][C:14]([S:16]([NH:19][CH2:20][CH2:21][OH:22])(=[O:17])=[O:18])=[CH:15][C:9]=3[C:8]([N+:23]([O-:25])=[O:24])=[CH:7][C:6]=2[N:5]([C:41]([C:32]2[NH:33][C:34]3[C:30]([CH:31]=2)=[CH:29][C:28]([O:27][CH3:26])=[C:36]([O:37][CH3:38])[C:35]=3[O:39][CH3:40])=[O:42])[CH2:4]1, predict the reactants needed to synthesize it. The reactants are: [Cl:1][CH2:2][CH:3]1[C:11]2[C:10]3[CH:12]=[CH:13][C:14]([S:16]([NH:19][CH2:20][CH2:21][OH:22])(=[O:18])=[O:17])=[CH:15][C:9]=3[C:8]([N+:23]([O-:25])=[O:24])=[CH:7][C:6]=2[NH:5][CH2:4]1.[CH3:26][O:27][C:28]1[CH:29]=[C:30]2[C:34](=[C:35]([O:39][CH3:40])[C:36]=1[O:37][CH3:38])[NH:33][C:32]([C:41](O)=[O:42])=[CH:31]2.CCN=C=NCCCN(C)C.CC1C=CC(S(O)(=O)=O)=CC=1. (5) Given the product [ClH:1].[CH2:47]([N:25]([CH2:23][CH3:24])[CH2:26][CH2:27][NH:28][C:29]([C:31]1[C:44]2[NH:43][C:42]3[C:37](=[CH:38][CH:39]=[CH:40][CH:41]=3)[C:36](=[O:45])[C:35]=2[C:34]([I:46])=[CH:33][CH:32]=1)=[O:30])[CH3:48], predict the reactants needed to synthesize it. The reactants are: [ClH:1].C(N(CC)CCNC(C1C=CC2C(=CC=C(I)C=2)C=1)=O)C.[CH2:23]([N:25]([CH2:47][CH3:48])[CH2:26][CH2:27][NH:28][C:29]([C:31]1[C:44]2[NH:43][C:42]3[C:37](=[CH:38][CH:39]=[CH:40][CH:41]=3)[C:36](=[O:45])[C:35]=2[C:34]([I:46])=[CH:33][CH:32]=1)=[O:30])[CH3:24].[K+].[Br-]. (6) Given the product [F:39][C:30]1[CH:31]=[C:32]([S:35]([CH3:38])(=[O:37])=[O:36])[CH:33]=[CH:34][C:29]=1[C:27]1[CH:28]=[C:23]2[CH:22]=[C:21]([CH:18]3[CH2:19][CH2:20][NH:15][CH2:16][CH2:17]3)[O:40][C:24]2=[CH:25][N:26]=1, predict the reactants needed to synthesize it. The reactants are: FC(F)(F)C(O)=O.C(OC([N:15]1[CH2:20][CH2:19][CH:18]([C:21]2[O:40][C:24]3=[CH:25][N:26]=[C:27]([C:29]4[CH:34]=[CH:33][C:32]([S:35]([CH3:38])(=[O:37])=[O:36])=[CH:31][C:30]=4[F:39])[CH:28]=[C:23]3[CH:22]=2)[CH2:17][CH2:16]1)=O)(C)(C)C.C([O-])(O)=O.[Na+]. (7) Given the product [F:20][C:17]1[CH:18]=[CH:19][C:14]([CH:12]2[C:3]3[CH:4]=[CH:5][C:6]4[C:11](=[N:10][CH:9]=[CH:8][CH:7]=4)[C:2]=3[NH:1][S:24](=[O:26])(=[O:25])[N:23]2[CH3:22])=[C:15]([CH3:21])[CH:16]=1, predict the reactants needed to synthesize it. The reactants are: [NH2:1][C:2]1[C:3]([C:12]([C:14]2[CH:19]=[CH:18][C:17]([F:20])=[CH:16][C:15]=2[CH3:21])=O)=[CH:4][CH:5]=[C:6]2[C:11]=1[N:10]=[CH:9][CH:8]=[CH:7]2.[CH3:22][NH:23][S:24](Cl)(=[O:26])=[O:25].[BH4-].[Na+].